Dataset: Full USPTO retrosynthesis dataset with 1.9M reactions from patents (1976-2016). Task: Predict the reactants needed to synthesize the given product. (1) Given the product [CH:31]([O-:33])=[O:32].[NH4+:4].[NH2:20][CH2:21][C:22]1[CH:27]=[CH:26][C:25]([C:2]2[N:6]3[N:7]=[C:8]([C:11]4[CH:12]=[C:13]([C:17](=[O:19])[CH3:18])[CH:14]=[CH:15][CH:16]=4)[CH:9]=[CH:10][C:5]3=[N:4][CH:3]=2)=[CH:24][CH:23]=1, predict the reactants needed to synthesize it. The reactants are: Br[C:2]1[N:6]2[N:7]=[C:8]([C:11]3[CH:12]=[C:13]([C:17](=[O:19])[CH3:18])[CH:14]=[CH:15][CH:16]=3)[CH:9]=[CH:10][C:5]2=[N:4][CH:3]=1.[NH2:20][CH2:21][C:22]1[CH:27]=[CH:26][C:25](B(O)O)=[CH:24][CH:23]=1.[C:31]([O-])([O-:33])=[O:32].[K+].[K+].COCCOC. (2) Given the product [CH2:10]([C:9]1[C:8]([O:12][CH3:13])=[CH:7][CH:6]=[C:5]([CH2:14][CH3:15])[C:4]=1[CH2:3][C:2]1[NH:19][CH2:18][CH2:17][N:20]=1)[CH3:11], predict the reactants needed to synthesize it. The reactants are: Br[C:2](Br)=[CH:3][C:4]1[C:9]([CH2:10][CH3:11])=[C:8]([O:12][CH3:13])[CH:7]=[CH:6][C:5]=1[CH2:14][CH3:15].[CH2:17]([NH2:20])[CH2:18][NH2:19].